This data is from CYP1A2 inhibition data for predicting drug metabolism from PubChem BioAssay. The task is: Regression/Classification. Given a drug SMILES string, predict its absorption, distribution, metabolism, or excretion properties. Task type varies by dataset: regression for continuous measurements (e.g., permeability, clearance, half-life) or binary classification for categorical outcomes (e.g., BBB penetration, CYP inhibition). Dataset: cyp1a2_veith. (1) The drug is c1ccc(-c2cccc(N3CC[C@@]4(CCCNC4)C3)c2)cc1. The result is 1 (inhibitor). (2) The compound is CNc1ncnc2c1ncn2[C@@H]1O[C@@H](CO)[C@H](O)[C@@H]1O. The result is 0 (non-inhibitor). (3) The molecule is CCOP(=O)(OCC)C(NC(C)=O)C(Cl)(Cl)Cl. The result is 0 (non-inhibitor). (4) The compound is COc1ccc(-c2c(C)n([O-])c3c([n+]2=O)CCCC3)cc1. The result is 0 (non-inhibitor). (5) The compound is COc1cccc(OC)c1C(=O)NC(=S)N1CCN(c2ccc(C(F)(F)F)cc2[N+](=O)[O-])CC1. The result is 0 (non-inhibitor). (6) The molecule is CCCC(=O)N1CCN(c2ccc(NC(=O)C(C)(C)C)cc2)CC1. The result is 0 (non-inhibitor). (7) The result is 1 (inhibitor). The drug is COc1ccc(-c2csc(N3C(=N)SCC3=O)n2)cc1. (8) The drug is Cn1nnc(NC(=O)c2ccco2)n1. The result is 0 (non-inhibitor).